Regression. Given two drug SMILES strings and cell line genomic features, predict the synergy score measuring deviation from expected non-interaction effect. From a dataset of NCI-60 drug combinations with 297,098 pairs across 59 cell lines. (1) Drug 1: CC12CCC(CC1=CCC3C2CCC4(C3CC=C4C5=CN=CC=C5)C)O. Drug 2: COC1=C2C(=CC3=C1OC=C3)C=CC(=O)O2. Cell line: LOX IMVI. Synergy scores: CSS=-0.246, Synergy_ZIP=-5.79, Synergy_Bliss=-14.4, Synergy_Loewe=-29.8, Synergy_HSA=-15.5. (2) Drug 1: C1CN(CCN1C(=O)CCBr)C(=O)CCBr. Drug 2: C1C(C(OC1N2C=NC3=C2NC=NCC3O)CO)O. Cell line: NCI-H226. Synergy scores: CSS=8.22, Synergy_ZIP=-1.94, Synergy_Bliss=0.804, Synergy_Loewe=1.56, Synergy_HSA=0.141. (3) Drug 1: CN1CCC(CC1)COC2=C(C=C3C(=C2)N=CN=C3NC4=C(C=C(C=C4)Br)F)OC. Synergy scores: CSS=5.96, Synergy_ZIP=-3.12, Synergy_Bliss=-1.57, Synergy_Loewe=-0.777, Synergy_HSA=-0.326. Drug 2: COC1=NC(=NC2=C1N=CN2C3C(C(C(O3)CO)O)O)N. Cell line: 786-0. (4) Drug 1: CN1C(=O)N2C=NC(=C2N=N1)C(=O)N. Drug 2: CC1C(C(CC(O1)OC2CC(CC3=C2C(=C4C(=C3O)C(=O)C5=C(C4=O)C(=CC=C5)OC)O)(C(=O)CO)O)N)O.Cl. Cell line: DU-145. Synergy scores: CSS=22.9, Synergy_ZIP=-2.77, Synergy_Bliss=-1.88, Synergy_Loewe=-20.1, Synergy_HSA=-1.02.